From a dataset of Forward reaction prediction with 1.9M reactions from USPTO patents (1976-2016). Predict the product of the given reaction. (1) The product is: [Cl:1][C:2]1[C:7]2[N:8]=[C:9]([C:13]3[C:14]([NH2:24])=[N:15][O:17][N:16]=3)[N:10]([CH2:11][CH3:12])[C:6]=2[CH:5]=[C:4]([Cl:18])[N:3]=1. Given the reactants [Cl:1][C:2]1[C:7]2[N:8]=[C:9](/[C:13](=[N:16]/[OH:17])/[C:14]#[N:15])[N:10]([CH2:11][CH3:12])[C:6]=2[CH:5]=[C:4]([Cl:18])[N:3]=1.Cl.NO.CC[N:24](CC)CC, predict the reaction product. (2) The product is: [CH:13]1([NH:16][C:17]([C:19]2[C:20]3[CH:21]=[C:22]([C:48]4[C:49]([Cl:53])=[CH:50][N:51]=[C:46]([Cl:45])[N:47]=4)[N:23]([CH2:28][O:29][CH2:30][CH3:31])[C:24]=3[CH:25]=[CH:26][CH:27]=2)=[O:18])[CH2:15][CH2:14]1. Given the reactants C(NC(C)C)(C)C.[Li]CCCC.[CH:13]1([NH:16][C:17]([C:19]2[C:20]3[CH:21]=[CH:22][N:23]([CH2:28][O:29][CH2:30][CH3:31])[C:24]=3[CH:25]=[CH:26][CH:27]=2)=[O:18])[CH2:15][CH2:14]1.B(OC(C)C)(OC(C)C)OC(C)C.[Cl:45][C:46]1[N:51]=[C:50](Cl)[C:49]([Cl:53])=[CH:48][N:47]=1, predict the reaction product.